Dataset: Catalyst prediction with 721,799 reactions and 888 catalyst types from USPTO. Task: Predict which catalyst facilitates the given reaction. (1) Reactant: CC1(C)O[C:6](=[O:8])[CH:5]=[C:4]([CH2:9][C:10]([OH:16])(O)[C:11]([F:14])([F:13])[F:12])[O:3]1. Product: [OH:3][C:4]1[CH:9]=[C:10]([C:11]([F:12])([F:13])[F:14])[O:16][C:6](=[O:8])[CH:5]=1. The catalyst class is: 11. (2) Reactant: [BH4-].[Na+].O.O=C1CCC(=O)N1[O:11][C:12](=O)[CH2:13][CH:14]([NH:25][C:26]([O:28][C:29]([CH3:32])([CH3:31])[CH3:30])=[O:27])[C:15]([O:17][CH2:18][C:19]1[CH:24]=[CH:23][CH:22]=[CH:21][CH:20]=1)=[O:16]. Product: [CH2:18]([O:17][C:15](=[O:16])[CH:14]([NH:25][C:26]([O:28][C:29]([CH3:31])([CH3:30])[CH3:32])=[O:27])[CH2:13][CH2:12][OH:11])[C:19]1[CH:24]=[CH:23][CH:22]=[CH:21][CH:20]=1. The catalyst class is: 1.